This data is from Forward reaction prediction with 1.9M reactions from USPTO patents (1976-2016). The task is: Predict the product of the given reaction. (1) Given the reactants F[C:2]1[CH:9]=[C:8]([N:10]2[C:18]3[CH2:17][C:16]([CH3:20])([CH3:19])[CH2:15][C:14](=[O:21])[C:13]=3[C:12]([CH3:22])=[N:11]2)[CH:7]=[CH:6][C:3]=1[C:4]#[N:5].Cl.[NH2:24][C@H:25]1[CH2:29][CH2:28][O:27][CH2:26]1.CCN(C(C)C)C(C)C, predict the reaction product. The product is: [O:27]1[CH2:28][CH2:29][C@H:25]([NH:24][C:2]2[CH:9]=[C:8]([N:10]3[C:18]4[CH2:17][C:16]([CH3:20])([CH3:19])[CH2:15][C:14](=[O:21])[C:13]=4[C:12]([CH3:22])=[N:11]3)[CH:7]=[CH:6][C:3]=2[C:4]#[N:5])[CH2:26]1. (2) Given the reactants [NH2:1][C:2]1[N:6]([C:7]2[CH:8]=[CH:9][C:10]([O:15][Si:16]([CH:23]([CH3:25])[CH3:24])([CH:20]([CH3:22])[CH3:21])[CH:17]([CH3:19])[CH3:18])=[C:11]([CH2:13][OH:14])[CH:12]=2)[N:5]=[C:4]([C:26]([CH3:29])([CH3:28])[CH3:27])[CH:3]=1.[OH-].[Na+].[Cl:32][C:33]([Cl:40])([Cl:39])[CH2:34][O:35][C:36](Cl)=[O:37], predict the reaction product. The product is: [Cl:32][C:33]([Cl:40])([Cl:39])[CH2:34][O:35][C:36](=[O:37])[NH:1][C:2]1[N:6]([C:7]2[CH:8]=[CH:9][C:10]([O:15][Si:16]([CH:20]([CH3:21])[CH3:22])([CH:23]([CH3:25])[CH3:24])[CH:17]([CH3:18])[CH3:19])=[C:11]([CH2:13][OH:14])[CH:12]=2)[N:5]=[C:4]([C:26]([CH3:29])([CH3:28])[CH3:27])[CH:3]=1.